Dataset: Forward reaction prediction with 1.9M reactions from USPTO patents (1976-2016). Task: Predict the product of the given reaction. (1) Given the reactants [Si:1]([O:8][C@H:9]([C:27]1[CH:36]=[CH:35][C:34]([OH:37])=[C:33]2[C:28]=1[CH:29]=[CH:30][C:31](=[O:38])[NH:32]2)[CH2:10][NH:11][CH:12]1[CH2:17][CH2:16][N:15]([CH2:18][CH2:19][C:20]([O:22]C(C)(C)C)=[O:21])[CH2:14][CH2:13]1)([C:4]([CH3:7])([CH3:6])[CH3:5])([CH3:3])[CH3:2], predict the reaction product. The product is: [Si:1]([O:8][C@H:9]([C:27]1[CH:36]=[CH:35][C:34]([OH:37])=[C:33]2[C:28]=1[CH:29]=[CH:30][C:31](=[O:38])[NH:32]2)[CH2:10][NH:11][CH:12]1[CH2:13][CH2:14][N:15]([CH2:18][CH2:19][C:20]([OH:22])=[O:21])[CH2:16][CH2:17]1)([C:4]([CH3:7])([CH3:5])[CH3:6])([CH3:2])[CH3:3]. (2) Given the reactants [H-].[Na+].[Si:3]([O:20][CH2:21][C@H:22]1[CH2:26][CH2:25][S:24](=[O:28])(=[O:27])[NH:23]1)([C:16]([CH3:19])([CH3:18])[CH3:17])([C:10]1[CH:15]=[CH:14][CH:13]=[CH:12][CH:11]=1)[C:4]1[CH:9]=[CH:8][CH:7]=[CH:6][CH:5]=1.I[CH2:30][CH2:31][CH2:32][C:33]1[S:37][C:36]([C:38]([O:40][CH3:41])=[O:39])=[CH:35][CH:34]=1, predict the reaction product. The product is: [Si:3]([O:20][CH2:21][C@H:22]1[CH2:26][CH2:25][S:24](=[O:28])(=[O:27])[N:23]1[CH2:30][CH2:31][CH2:32][C:33]1[S:37][C:36]([C:38]([O:40][CH3:41])=[O:39])=[CH:35][CH:34]=1)([C:16]([CH3:17])([CH3:18])[CH3:19])([C:10]1[CH:11]=[CH:12][CH:13]=[CH:14][CH:15]=1)[C:4]1[CH:9]=[CH:8][CH:7]=[CH:6][CH:5]=1.